From a dataset of Reaction yield outcomes from USPTO patents with 853,638 reactions. Predict the reaction yield, written as a fraction of the theoretical maximum amount of product (1.0 means a 100% yield; for example, 0.34 means a 34% yield). (1) The reactants are [CH2:1]([O:8][C:9]([NH:11][C@@H:12]1[CH2:20][CH2:19][CH2:18][C:17]2[N:16]([CH2:21][CH2:22]OS(C)(=O)=O)[N:15]=[CH:14][C:13]1=2)=[O:10])[C:2]1[CH:7]=[CH:6][CH:5]=[CH:4][CH:3]=1.[C-:28]#[N:29].[Na+].O. The catalyst is CS(C)=O. The product is [CH2:1]([O:8][C:9](=[O:10])[NH:11][C@@H:12]1[CH2:20][CH2:19][CH2:18][C:17]2[N:16]([CH2:21][CH2:22][C:28]#[N:29])[N:15]=[CH:14][C:13]1=2)[C:2]1[CH:7]=[CH:6][CH:5]=[CH:4][CH:3]=1. The yield is 0.850. (2) The reactants are [CH3:1][O:2][C:3](=[O:10])[C@H:4]([C:6]([CH3:9])([CH3:8])[CH3:7])[NH2:5].[C:11](O)(=[O:18])[CH2:12][CH2:13][CH2:14][CH2:15][CH:16]=[CH2:17].C(Cl)CCl.C1C=NC2N(O)N=NC=2C=1. The catalyst is CN(C=O)C.C([O-])(O)=O.[Na+]. The product is [C:11]([NH:5][C@H:4]([C:3]([O:2][CH3:1])=[O:10])[C:6]([CH3:9])([CH3:8])[CH3:7])(=[O:18])[CH2:12][CH2:13][CH2:14][CH2:15][CH:16]=[CH2:17]. The yield is 0.810. (3) The reactants are [C:1]([C:3]1([C:16]2[CH:21]=[C:20](Cl)[N:19]=[C:18]([Cl:23])[N:17]=2)[CH2:8][CH2:7][N:6]([C:9]([O:11][C:12]([CH3:15])([CH3:14])[CH3:13])=[O:10])[CH2:5][CH2:4]1)#[N:2].[NH2:24][C:25]1[CH:30]=[C:29]([C:31]([F:34])([F:33])[F:32])[CH:28]=[CH:27][N:26]=1.C1(P(C2C=CC=CC=2)C2C3OC4C(=CC=CC=4P(C4C=CC=CC=4)C4C=CC=CC=4)C(C)(C)C=3C=CC=2)C=CC=CC=1.CC(C)([O-])C.[Na+]. The catalyst is CCOC(C)=O.O.O.C(O)(=O)CC(CC(O)=O)(C(O)=O)O.C1C=CC(/C=C/C(/C=C/C2C=CC=CC=2)=O)=CC=1.C1C=CC(/C=C/C(/C=C/C2C=CC=CC=2)=O)=CC=1.C1C=CC(/C=C/C(/C=C/C2C=CC=CC=2)=O)=CC=1.[Pd].[Pd].O1CCOCC1. The product is [Cl:23][C:18]1[N:17]=[C:16]([C:3]2([C:1]#[N:2])[CH2:8][CH2:7][N:6]([C:9]([O:11][C:12]([CH3:14])([CH3:15])[CH3:13])=[O:10])[CH2:5][CH2:4]2)[CH:21]=[C:20]([NH:24][C:25]2[CH:30]=[C:29]([C:31]([F:33])([F:32])[F:34])[CH:28]=[CH:27][N:26]=2)[N:19]=1. The yield is 0.530. (4) The reactants are [NH2:1][C:2]1[C:3]([C:7](=[NH:18])[N:8]([C:10]2[CH:15]=[CH:14][C:13]([F:16])=[C:12]([Br:17])[CH:11]=2)O)=[N:4][O:5][N:6]=1.C1N=CN(C(N2C=NC=C2)=O)C=1.[C:31]([O:34]CC)(=[O:33])C. No catalyst specified. The product is [NH2:1][C:2]1[C:3]([C:7]2[N:8]([C:10]3[CH:15]=[CH:14][C:13]([F:16])=[C:12]([Br:17])[CH:11]=3)[C:31](=[O:33])[O:34][N:18]=2)=[N:4][O:5][N:6]=1. The yield is 0.850. (5) The reactants are Cl.[CH3:2][O:3][C:4](=[O:11])[C@H:5]([CH2:7][CH:8]([CH3:10])[CH3:9])[NH2:6].[O-]S([O-])(=O)=O.[Mg+2].[CH:18](=O)[CH2:19][CH2:20][CH2:21][CH2:22][CH2:23][CH2:24][CH2:25][CH2:26][CH3:27].CCN(CC)CC.[BH4-].[Na+]. The catalyst is CO.C1COCC1. The product is [CH2:18]([NH:6][C@@H:5]([CH2:7][CH:8]([CH3:10])[CH3:9])[C:4]([O:3][CH3:2])=[O:11])[CH2:19][CH2:20][CH2:21][CH2:22][CH2:23][CH2:24][CH2:25][CH2:26][CH3:27]. The yield is 0.510. (6) The reactants are [CH3:1][O:2][C:3](=[O:25])[CH:4]([S:12]([C:15]1[C:24]2[C:19](=[CH:20][CH:21]=[CH:22][CH:23]=2)[CH:18]=[CH:17][CH:16]=1)(=[O:14])=[O:13])[CH:5]1[CH2:10][CH2:9][CH2:8][C:7](=[O:11])[CH2:6]1.[H-].[Na+].[CH3:28]I. The catalyst is CN(C=O)C. The product is [CH3:1][O:2][C:3](=[O:25])[C:4]([S:12]([C:15]1[C:24]2[C:19](=[CH:20][CH:21]=[CH:22][CH:23]=2)[CH:18]=[CH:17][CH:16]=1)(=[O:13])=[O:14])([CH:5]1[CH2:10][CH2:9][CH2:8][C:7](=[O:11])[CH2:6]1)[CH3:28]. The yield is 0.170.